Dataset: Full USPTO retrosynthesis dataset with 1.9M reactions from patents (1976-2016). Task: Predict the reactants needed to synthesize the given product. (1) Given the product [NH:1]1[C:9]2[C:4](=[C:5]([C:10]3[N:11]=[C:12]([N:22]4[CH2:27][CH2:26][O:25][CH2:24][CH2:23]4)[C:13]4[S:18][C:17]([C:19]([N:31]5[CH2:32][CH2:33][N:28]([CH2:34][CH2:35][OH:36])[CH2:29][CH2:30]5)=[O:21])=[CH:16][C:14]=4[N:15]=3)[CH:6]=[CH:7][CH:8]=2)[CH:3]=[N:2]1, predict the reactants needed to synthesize it. The reactants are: [NH:1]1[C:9]2[C:4](=[C:5]([C:10]3[N:11]=[C:12]([N:22]4[CH2:27][CH2:26][O:25][CH2:24][CH2:23]4)[C:13]4[S:18][C:17]([C:19]([OH:21])=O)=[CH:16][C:14]=4[N:15]=3)[CH:6]=[CH:7][CH:8]=2)[CH:3]=[N:2]1.[N:28]1([CH2:34][CH2:35][OH:36])[CH2:33][CH2:32][NH:31][CH2:30][CH2:29]1. (2) The reactants are: [C:1]1([C@:7]23[CH2:15][NH:14][CH2:13][C@H:12]2[CH2:11][S:10][C:9]([NH:16][C:17](=[O:24])[C:18]2[CH:23]=[CH:22][CH:21]=[CH:20][CH:19]=2)=[N:8]3)[CH:6]=[CH:5][CH:4]=[CH:3][CH:2]=1.[F:25][C:26]1[CH:27]=[N:28][C:29](Cl)=[N:30][CH:31]=1.O1CCOCC1.C(N(CC)CC)C. Given the product [F:25][C:26]1[CH:27]=[N:28][C:29]([N:14]2[CH2:13][C@@H:12]3[C@@:7]([C:1]4[CH:2]=[CH:3][CH:4]=[CH:5][CH:6]=4)([N:8]=[C:9]([NH:16][C:17](=[O:24])[C:18]4[CH:19]=[CH:20][CH:21]=[CH:22][CH:23]=4)[S:10][CH2:11]3)[CH2:15]2)=[N:30][CH:31]=1, predict the reactants needed to synthesize it. (3) Given the product [OH:1][C@@H:2]([C@@H:9]([CH3:16])[C:10]([OH:12])=[O:11])[C:3]([OH:5])=[O:4], predict the reactants needed to synthesize it. The reactants are: [OH:1][C@@H:2]([C@@H:9]([CH3:16])[C:10]([O:12]C(C)C)=[O:11])[C:3]([O:5]C(C)C)=[O:4].[OH-].[K+]. (4) Given the product [ClH:21].[CH3:20][Si:11]1([C:14]2[CH:15]=[CH:16][CH:17]=[CH:18][CH:19]=2)[CH2:10][CH2:9][NH:8][CH2:13][CH2:12]1, predict the reactants needed to synthesize it. The reactants are: C([N:8]1[CH2:13][CH2:12][Si:11]([CH3:20])([C:14]2[CH:19]=[CH:18][CH:17]=[CH:16][CH:15]=2)[CH2:10][CH2:9]1)C1C=CC=CC=1.[Cl:21]C(OC(Cl)C)=O. (5) Given the product [NH2:34][C:35]1[S:39][C:38]([C:40]2[C:45]([F:46])=[CH:44][CH:43]=[CH:42][C:41]=2[F:47])=[N:37][C:36]=1[C:48]([NH:15][C:10]1[CH:11]=[N:12][N:13]([CH3:14])[C:9]=1[N:6]1[CH2:5][CH2:4][C:3]([CH2:18][NH2:19])([O:2][CH3:1])[CH2:8][CH2:7]1)=[O:49], predict the reactants needed to synthesize it. The reactants are: [CH3:1][O:2][C:3]1([CH2:18][NH:19]C(=O)OC(C)(C)C)[CH2:8][CH2:7][N:6]([C:9]2[N:13]([CH3:14])[N:12]=[CH:11][C:10]=2[N+:15]([O-])=O)[CH2:5][CH2:4]1.C(OC([NH:34][C:35]1[S:39][C:38]([C:40]2[C:45]([F:46])=[CH:44][CH:43]=[CH:42][C:41]=2[F:47])=[N:37][C:36]=1[C:48](O)=[O:49])=O)(C)(C)C. (6) Given the product [Cl:11][C:6]1[C:7]2[CH:8]=[CH:9][N:16]([CH:14]3[CH2:15][O:12][CH2:13]3)[C:2]=2[N:3]=[CH:4][N:5]=1, predict the reactants needed to synthesize it. The reactants are: Cl[C:2]1[C:7]([CH2:8][CH:9]=O)=[C:6]([Cl:11])[N:5]=[CH:4][N:3]=1.[O:12]1[CH2:15][CH:14]([NH2:16])[CH2:13]1. (7) Given the product [CH2:1]([C:3]1[CH:11]=[CH:10][C:9]2[N:8]([CH2:26][CH2:25][C:20]3[CH:21]=[N:22][CH:23]=[CH:24][C:19]=3[C:18]([F:28])([F:17])[F:27])[C:7]3[CH2:12][CH2:13][N:14]([CH3:16])[CH2:15][C:6]=3[C:5]=2[CH:4]=1)[CH3:2], predict the reactants needed to synthesize it. The reactants are: [CH2:1]([C:3]1[CH:11]=[CH:10][C:9]2[NH:8][C:7]3[CH2:12][CH2:13][N:14]([CH3:16])[CH2:15][C:6]=3[C:5]=2[CH:4]=1)[CH3:2].[F:17][C:18]([F:28])([F:27])[C:19]1[CH:24]=[CH:23][N:22]=[CH:21][C:20]=1[CH:25]=[CH2:26].[OH-].[K+].